Dataset: Full USPTO retrosynthesis dataset with 1.9M reactions from patents (1976-2016). Task: Predict the reactants needed to synthesize the given product. Given the product [CH2:27]([NH:8][CH2:9][CH2:10][C:11]1[CH:18]=[CH:17][C:14]([C:15]#[N:16])=[C:13]([CH3:19])[CH:12]=1)[CH2:28][CH2:29][CH3:30], predict the reactants needed to synthesize it. The reactants are: FC(F)(F)C(O)=O.[NH2:8][CH2:9][CH2:10][C:11]1[CH:18]=[CH:17][C:14]([C:15]#[N:16])=[C:13]([CH3:19])[CH:12]=1.C(N(CC)CC)C.[CH:27](=O)[CH2:28][CH2:29][CH3:30].[BH4-].[Na+].